This data is from Catalyst prediction with 721,799 reactions and 888 catalyst types from USPTO. The task is: Predict which catalyst facilitates the given reaction. (1) Reactant: [CH3:1][S:2][CH2:3][C@@H:4]([NH:11]C(=O)OC(C)(C)C)[C:5]1[CH:10]=[CH:9][CH:8]=[CH:7][CH:6]=1.[ClH:19]. Product: [Cl-:19].[CH3:1][S:2][CH2:3][C@H:4]([C:5]1[CH:10]=[CH:9][CH:8]=[CH:7][CH:6]=1)[NH3+:11]. The catalyst class is: 12. (2) Reactant: [OH:1][C:2]1[CH:11]=[CH:10][C:5]([C:6]([O:8][CH3:9])=[O:7])=[CH:4][C:3]=1[N+:12]([O-:14])=[O:13].C1C(=O)N([Br:22])C(=O)C1. Product: [Br:22][C:11]1[CH:10]=[C:5]([CH:4]=[C:3]([N+:12]([O-:14])=[O:13])[C:2]=1[OH:1])[C:6]([O:8][CH3:9])=[O:7]. The catalyst class is: 15. (3) Reactant: CS(O[CH2:6][C:7]1[CH:12]=[CH:11][C:10]([N+:13]([O-:15])=[O:14])=[CH:9][C:8]=1[CH2:16][CH2:17]OS(C)(=O)=O)(=O)=O.[NH3:23]. Product: [N+:13]([C:10]1[CH:9]=[C:8]2[C:7](=[CH:12][CH:11]=1)[CH2:6][NH:23][CH2:17][CH2:16]2)([O-:15])=[O:14]. The catalyst class is: 7. (4) Reactant: [CH3:1][C:2]1[CH:3]=[CH:4][C:5]([S:9][C:10]2[CH:11]=[CH:12][CH:13]=[CH:14][C:15]=2[N:16]2[CH2:21][CH2:20][NH:19][CH2:18][CH2:17]2)=[C:6]([CH3:8])[CH:7]=1.[C:22]([OH:34])(=[O:33])[CH2:23][C:24]([CH2:29][C:30]([OH:32])=[O:31])([C:26]([OH:28])=[O:27])[OH:25]. Product: [CH3:1][C:2]1[CH:3]=[CH:4][C:5]([S:9][C:10]2[CH:11]=[CH:12][CH:13]=[CH:14][C:15]=2[N:16]2[CH2:17][CH2:18][NH:19][CH2:20][CH2:21]2)=[C:6]([CH3:8])[CH:7]=1.[C:22]([O-:34])(=[O:33])[CH2:23][C:24]([CH2:29][C:30]([O-:32])=[O:31])([C:26]([O-:28])=[O:27])[OH:25]. The catalyst class is: 8.